From a dataset of Catalyst prediction with 721,799 reactions and 888 catalyst types from USPTO. Predict which catalyst facilitates the given reaction. Reactant: [CH3:1][C:2]1[C:3]([O:9][CH3:10])=[N:4][CH:5]=[CH:6][C:7]=1[CH3:8].[Br:11]N1C(=O)CCC1=O. Product: [Br:11][CH2:1][C:2]1[C:3]([O:9][CH3:10])=[N:4][CH:5]=[CH:6][C:7]=1[CH3:8]. The catalyst class is: 53.